Dataset: Catalyst prediction with 721,799 reactions and 888 catalyst types from USPTO. Task: Predict which catalyst facilitates the given reaction. Reactant: [C:1]([O:11][C:12]([CH3:15])([CH3:14])[CH3:13])(=[O:10])[CH2:2][C:3]([O:5][C:6]([CH3:9])([CH3:8])[CH3:7])=[O:4].CC(C)([O-])C.[K+].Br[C:23]1[CH:28]=[CH:27][C:26]([N+:29]([O-])=O)=[CH:25][CH:24]=1. Product: [NH2:29][C:26]1[CH:27]=[CH:28][C:23]([CH:2]([C:3]([O:5][C:6]([CH3:7])([CH3:8])[CH3:9])=[O:4])[C:1]([O:11][C:12]([CH3:15])([CH3:14])[CH3:13])=[O:10])=[CH:24][CH:25]=1. The catalyst class is: 3.